From a dataset of HIV replication inhibition screening data with 41,000+ compounds from the AIDS Antiviral Screen. Binary Classification. Given a drug SMILES string, predict its activity (active/inactive) in a high-throughput screening assay against a specified biological target. The compound is O=C1CCCCC1=Cc1ccc(Cl)c(Cl)c1. The result is 0 (inactive).